Dataset: Peptide-MHC class II binding affinity with 134,281 pairs from IEDB. Task: Regression. Given a peptide amino acid sequence and an MHC pseudo amino acid sequence, predict their binding affinity value. This is MHC class II binding data. (1) The peptide sequence is QMKDCTERQANFLGKIW. The MHC is DRB1_1101 with pseudo-sequence DRB1_1101. The binding affinity (normalized) is 0.180. (2) The peptide sequence is MPVDPDNEAYEMPSE. The MHC is DRB5_0101 with pseudo-sequence DRB5_0101. The binding affinity (normalized) is 0. (3) The peptide sequence is ASKNFHLQKNTIGTG. The MHC is DRB1_0802 with pseudo-sequence DRB1_0802. The binding affinity (normalized) is 0.688. (4) The MHC is HLA-DQA10301-DQB10302 with pseudo-sequence HLA-DQA10301-DQB10302. The binding affinity (normalized) is 0.379. The peptide sequence is DKKYFAATQFEPLAA. (5) The peptide sequence is EVLYLKPLAGVGRSLKGQLE. The MHC is DRB1_0101 with pseudo-sequence DRB1_0101. The binding affinity (normalized) is 0.